From a dataset of Catalyst prediction with 721,799 reactions and 888 catalyst types from USPTO. Predict which catalyst facilitates the given reaction. Reactant: [C:1]1([OH:7])[CH:6]=[CH:5][CH:4]=[CH:3][CH:2]=1.[N+:8]([C:11]1[CH:18]=[CH:17][C:14]([CH2:15]Br)=[CH:13][CH:12]=1)([O-:10])=[O:9].C(=O)([O-])[O-].[K+].[K+].C(C(C)=O)C. The catalyst class is: 13. Product: [C:1]1([O:7][CH2:15][C:14]2[CH:17]=[CH:18][C:11]([N+:8]([O-:10])=[O:9])=[CH:12][CH:13]=2)[CH:6]=[CH:5][CH:4]=[CH:3][CH:2]=1.